From a dataset of Reaction yield outcomes from USPTO patents with 853,638 reactions. Predict the reaction yield, written as a fraction of the theoretical maximum amount of product (1.0 means a 100% yield; for example, 0.34 means a 34% yield). (1) The reactants are [NH:1]1[CH:5]=[N:4][CH:3]=[N:2]1.[H-].[Na+].Br[CH2:9][C:10]1[CH:32]=[CH:31][C:13]([CH2:14][C:15]2[N:25]([CH2:26][C:27]([CH3:30])([CH3:29])[CH3:28])[C:18]3[N:19]=[C:20]([C:23]#[N:24])[N:21]=[CH:22][C:17]=3[CH:16]=2)=[CH:12][CH:11]=1.C(Cl)Cl. The catalyst is CN(C=O)C.CO. The product is [CH3:28][C:27]([CH3:30])([CH3:29])[CH2:26][N:25]1[C:18]2[N:19]=[C:20]([C:23]#[N:24])[N:21]=[CH:22][C:17]=2[CH:16]=[C:15]1[CH2:14][C:13]1[CH:12]=[CH:11][C:10]([CH2:9][N:1]2[CH:5]=[N:4][CH:3]=[N:2]2)=[CH:32][CH:31]=1. The yield is 0.570. (2) The reactants are [CH:1]1([C:4]2[NH:8][N:7]=[C:6]([NH:9][C:10]3[CH:11]=[C:12]([NH:17][C@H:18]([C:20]4[CH:25]=[CH:24][C:23]([F:26])=[CH:22][CH:21]=4)[CH3:19])[CH:13]=[CH:14][C:15]=3[NH2:16])[CH:5]=2)[CH2:3][CH2:2]1.[C:27](O)(=O)C.C(N)=N.C(=O)(O)[O-].[Na+].CCOC(C)=O. The catalyst is CCO. The product is [CH:1]1([C:4]2[NH:8][N:7]=[C:6]([N:9]3[C:10]4[CH:11]=[C:12]([NH:17][C@H:18]([C:20]5[CH:21]=[CH:22][C:23]([F:26])=[CH:24][CH:25]=5)[CH3:19])[CH:13]=[CH:14][C:15]=4[N:16]=[CH:27]3)[CH:5]=2)[CH2:3][CH2:2]1. The yield is 0.500. (3) The reactants are F.F.F.C(N(CC)CC)C.C(N(CC)CC)C.[Si]([O:35][CH2:36][C@H:37]1[O:41][C@@H:40]([N:42]2[CH:49]=[C:48]([CH3:50])[C:46](=[O:47])[NH:45][C:43]2=[O:44])[C@H:39]([O:51][CH2:52][CH2:53][O:54][N:55]([CH3:57])[CH3:56])[C@@H:38]1[OH:58])(C(C)(C)C)(C1C=CC=CC=1)C1C=CC=CC=1.CO. The catalyst is C1COCC1.C(Cl)Cl. The product is [CH3:56][N:55]([CH3:57])[O:54][CH2:53][CH2:52][O:51][C@@H:39]1[C@H:38]([OH:58])[C@@H:37]([CH2:36][OH:35])[O:41][C@H:40]1[N:42]1[CH:49]=[C:48]([CH3:50])[C:46](=[O:47])[NH:45][C:43]1=[O:44]. The yield is 0.925. (4) The reactants are [CH2:1]([O:8][C@H:9]1[C@H:21]([O:22][CH2:23][C:24]2[CH:29]=[CH:28][CH:27]=[CH:26][CH:25]=2)[C@H:20]([O:30][CH2:31][C:32]2[CH:37]=[CH:36][CH:35]=[CH:34][CH:33]=2)[C@@H:19]([CH2:38][OH:39])[O:18][C@@H:10]1[S:11][C:12]1[CH:17]=[CH:16][CH:15]=[CH:14][CH:13]=1)[C:2]1[CH:7]=[CH:6][CH:5]=[CH:4][CH:3]=1.C(N(CC)CC)C.[P:47](Cl)(=[O:62])([O:55][C:56]1[CH:61]=[CH:60][CH:59]=[CH:58][CH:57]=1)[O:48][C:49]1[CH:54]=[CH:53][CH:52]=[CH:51][CH:50]=1. The catalyst is ClCCl.CN(C1C=CN=CC=1)C. The product is [CH2:1]([O:8][C@H:9]1[C@H:21]([O:22][CH2:23][C:24]2[CH:29]=[CH:28][CH:27]=[CH:26][CH:25]=2)[C@H:20]([O:30][CH2:31][C:32]2[CH:37]=[CH:36][CH:35]=[CH:34][CH:33]=2)[C@@H:19]([CH2:38][O:39][P:47]([O:48][C:49]2[CH:50]=[CH:51][CH:52]=[CH:53][CH:54]=2)([O:55][C:56]2[CH:57]=[CH:58][CH:59]=[CH:60][CH:61]=2)=[O:62])[O:18][C@@H:10]1[S:11][C:12]1[CH:13]=[CH:14][CH:15]=[CH:16][CH:17]=1)[C:2]1[CH:7]=[CH:6][CH:5]=[CH:4][CH:3]=1. The yield is 0.970. (5) The reactants are Cl[C:2]1[C:11]2[C:6](=[CH:7][C:8]([O:14][CH2:15][CH:16]3[CH2:21][CH2:20][N:19]([CH3:22])[CH2:18][CH2:17]3)=[C:9]([O:12][CH3:13])[CH:10]=2)[N:5]=[CH:4][N:3]=1.[OH:23][C:24]1[CH:33]=[CH:32][C:31]2[C:26](=[CH:27][CH:28]=[CH:29][CH:30]=2)[CH:25]=1.C(=O)([O-])[O-].[K+].[K+].C(Cl)Cl. The catalyst is CN(C=O)C. The product is [CH3:13][O:12][C:9]1[CH:10]=[C:11]2[C:6](=[CH:7][C:8]=1[O:14][CH2:15][CH:16]1[CH2:21][CH2:20][N:19]([CH3:22])[CH2:18][CH2:17]1)[N:5]=[CH:4][N:3]=[C:2]2[O:23][C:24]1[CH:33]=[CH:32][C:31]2[C:26](=[CH:27][CH:28]=[CH:29][CH:30]=2)[CH:25]=1. The yield is 0.830. (6) The catalyst is CN(C=O)C. The reactants are [ClH:1].[OH:2][C@H:3]1[CH2:7][NH:6][C@H:5]([C:8]([NH:10][CH2:11][C:12]2[CH:17]=[CH:16][C:15]([C:18]3[S:22][CH:21]=[N:20][C:19]=3[CH3:23])=[CH:14][CH:13]=2)=[O:9])[CH2:4]1.C(OC([NH:31][C@@H:32]([CH3:36])[C:33](O)=[O:34])=O)(C)(C)C.CCN(C(C)C)C(C)C.CN(C(ON1N=NC2C=CC=NC1=2)=[N+](C)C)C.F[P-](F)(F)(F)(F)F. The product is [ClH:1].[NH2:31][C@@H:32]([CH3:36])[C:33]([N:6]1[CH2:7][C@H:3]([OH:2])[CH2:4][C@H:5]1[C:8]([NH:10][CH2:11][C:12]1[CH:13]=[CH:14][C:15]([C:18]2[S:22][CH:21]=[N:20][C:19]=2[CH3:23])=[CH:16][CH:17]=1)=[O:9])=[O:34]. The yield is 0.890.